Dataset: Forward reaction prediction with 1.9M reactions from USPTO patents (1976-2016). Task: Predict the product of the given reaction. (1) The product is: [Br:21][CH2:1][C:2]1[N:3]=[CH:4][C:5]([NH:8][C:9](=[O:15])[O:10][C:11]([CH3:12])([CH3:14])[CH3:13])=[N:6][CH:7]=1. Given the reactants [CH3:1][C:2]1[N:3]=[CH:4][C:5]([NH:8][C:9](=[O:15])[O:10][C:11]([CH3:14])([CH3:13])[CH3:12])=[N:6][CH:7]=1.C([O-])(O)=O.[Na+].[Br:21]N1C(=O)CCC1=O, predict the reaction product. (2) The product is: [OH:1][CH2:11][C:6]([CH2:7][CH2:8][CH3:9])([CH2:5][OH:10])[CH2:3][OH:4]. Given the reactants [OH-:1].[Na+].[CH2:3]=[O:4].[CH:5](=[O:10])[CH2:6][CH2:7][CH2:8][CH3:9].[C:11](#N)C, predict the reaction product. (3) Given the reactants [Cl:1][C:2]1[CH:8]=[CH:7][C:5](N)=[C:4]([F:9])[CH:3]=1.N(OCCC(C)C)=O.[CH:18]1[CH:23]=[CH:22][CH:21]=[CH:20][CH:19]=1, predict the reaction product. The product is: [Cl:1][C:2]1[CH:8]=[CH:7][C:5]([C:18]2[CH:23]=[CH:22][CH:21]=[CH:20][CH:19]=2)=[C:4]([F:9])[CH:3]=1. (4) Given the reactants [F:1][CH:2]([F:12])[C:3]1[C:7]([CH:8]=[O:9])=[C:6]([OH:10])[N:5]([CH3:11])[N:4]=1.Cl.Cl[CH2:15][C:16]1[C:17]([C:22]2[N:26]([CH2:27][C:28]([F:31])([F:30])[F:29])[N:25]=[CH:24][CH:23]=2)=[N:18][CH:19]=[CH:20][CH:21]=1.C(=O)([O-])[O-].[K+].[K+].O, predict the reaction product. The product is: [F:12][CH:2]([F:1])[C:3]1[C:7]([CH:8]=[O:9])=[C:6]([O:10][CH2:15][C:16]2[C:17]([C:22]3[N:26]([CH2:27][C:28]([F:31])([F:29])[F:30])[N:25]=[CH:24][CH:23]=3)=[N:18][CH:19]=[CH:20][CH:21]=2)[N:5]([CH3:11])[N:4]=1. (5) Given the reactants Br[C:2]1[CH:3]=[C:4]2[C:10]([C:11]3[CH:12]=[N:13][N:14]([CH2:16][CH2:17][C:18]4[CH:23]=[CH:22][CH:21]=[CH:20][CH:19]=4)[CH:15]=3)=[CH:9][N:8]([S:24]([C:27]3[CH:33]=[CH:32][C:30]([CH3:31])=[CH:29][CH:28]=3)(=[O:26])=[O:25])[C:5]2=[N:6][CH:7]=1.[F:34][C:35]1[CH:40]=[CH:39][C:38](B2OC(C)(C)C(C)(C)O2)=[CH:37][C:36]=1[NH:50][S:51]([CH3:54])(=[O:53])=[O:52].C(=O)([O-])[O-].[Na+].[Na+], predict the reaction product. The product is: [F:34][C:35]1[CH:40]=[CH:39][C:38]([C:2]2[CH:3]=[C:4]3[C:10]([C:11]4[CH:12]=[N:13][N:14]([CH2:16][CH2:17][C:18]5[CH:19]=[CH:20][CH:21]=[CH:22][CH:23]=5)[CH:15]=4)=[CH:9][N:8]([S:24]([C:27]4[CH:33]=[CH:32][C:30]([CH3:31])=[CH:29][CH:28]=4)(=[O:26])=[O:25])[C:5]3=[N:6][CH:7]=2)=[CH:37][C:36]=1[NH:50][S:51]([CH3:54])(=[O:53])=[O:52]. (6) Given the reactants [F:1][C:2]1[CH:13]=[CH:12][C:5]([C:6](N(OC)C)=[O:7])=[C:4]([NH:14][C:15]2[CH:20]=[CH:19][CH:18]=[CH:17][CH:16]=2)[CH:3]=1.[CH2:21]([Mg]Br)[CH3:22].C(OCC)C, predict the reaction product. The product is: [F:1][C:2]1[CH:13]=[CH:12][C:5]([C:6](=[O:7])[CH2:21][CH3:22])=[C:4]([NH:14][C:15]2[CH:20]=[CH:19][CH:18]=[CH:17][CH:16]=2)[CH:3]=1.